Predict the reaction yield, written as a fraction of the theoretical maximum amount of product (1.0 means a 100% yield; for example, 0.34 means a 34% yield). From a dataset of Reaction yield outcomes from USPTO patents with 853,638 reactions. The reactants are [F:1][C:2]1[CH:7]=[CH:6][C:5]([C:8]2[CH:16]=[CH:15][CH:14]=[C:13]3[C:9]=2[CH2:10][C:11](=[O:17])[NH:12]3)=[CH:4][CH:3]=1.[CH2:18]([N:20]([CH2:34][CH3:35])[CH2:21][CH2:22][NH:23][C:24]([C:26]1[NH:27][C:28]([CH:32]=O)=[C:29]([CH3:31])[CH:30]=1)=[O:25])[CH3:19]. The catalyst is C(O)C.N1CCCCC1. The product is [CH2:34]([N:20]([CH2:18][CH3:19])[CH2:21][CH2:22][NH:23][C:24]([C:26]1[NH:27][C:28]([CH:32]=[C:10]2[C:9]3[C:13](=[CH:14][CH:15]=[CH:16][C:8]=3[C:5]3[CH:4]=[CH:3][C:2]([F:1])=[CH:7][CH:6]=3)[NH:12][C:11]2=[O:17])=[C:29]([CH3:31])[CH:30]=1)=[O:25])[CH3:35]. The yield is 0.450.